This data is from Catalyst prediction with 721,799 reactions and 888 catalyst types from USPTO. The task is: Predict which catalyst facilitates the given reaction. Reactant: [CH:1]([C:4]1[CH:9]=[CH:8][C:7]([N:10]2[C:14](=[O:15])[CH2:13][N:12]([C:16]3[CH:17]=[C:18]([CH:23]=[CH:24][CH:25]=3)[C:19]([O:21]C)=[O:20])[C:11]2=[O:26])=[CH:6][CH:5]=1)([CH3:3])[CH3:2].[I-].[Li+]. Product: [CH:1]([C:4]1[CH:5]=[CH:6][C:7]([N:10]2[C:14](=[O:15])[CH2:13][N:12]([C:16]3[CH:17]=[C:18]([CH:23]=[CH:24][CH:25]=3)[C:19]([OH:21])=[O:20])[C:11]2=[O:26])=[CH:8][CH:9]=1)([CH3:3])[CH3:2]. The catalyst class is: 17.